Dataset: Catalyst prediction with 721,799 reactions and 888 catalyst types from USPTO. Task: Predict which catalyst facilitates the given reaction. (1) Reactant: [C:1]([C:3]1[CH:4]=[C:5]([NH:9][C:10]2[C:19]3[C:14](=[CH:15][CH:16]=[C:17]([S:20]([N:23]4[CH:27]=[CH:26][C:25]([CH:28]=[CH:29][C:30]([NH:32][O:33]C5CCCCO5)=[O:31])=[CH:24]4)(=[O:22])=[O:21])[CH:18]=3)[N:13]=[CH:12][N:11]=2)[CH:6]=[CH:7][CH:8]=1)#[CH:2]. Product: [C:1]([C:3]1[CH:4]=[C:5]([NH:9][C:10]2[C:19]3[C:14](=[CH:15][CH:16]=[C:17]([S:20]([N:23]4[CH:27]=[CH:26][C:25]([CH:28]=[CH:29][C:30]([NH:32][OH:33])=[O:31])=[CH:24]4)(=[O:22])=[O:21])[CH:18]=3)[N:13]=[CH:12][N:11]=2)[CH:6]=[CH:7][CH:8]=1)#[CH:2]. The catalyst class is: 33. (2) Reactant: [CH3:1][C:2]1[NH:6][N:5]=[C:4]([NH2:7])[CH:3]=1.C(N(CC)CC)C.[C:15](O[C:15]([O:17][C:18]([CH3:21])([CH3:20])[CH3:19])=[O:16])([O:17][C:18]([CH3:21])([CH3:20])[CH3:19])=[O:16]. Product: [NH2:7][C:4]1[CH:3]=[C:2]([CH3:1])[N:6]([C:15]([O:17][C:18]([CH3:21])([CH3:20])[CH3:19])=[O:16])[N:5]=1. The catalyst class is: 4. (3) Reactant: C([O-])(=O)C.[NH4+:5].[CH:6]1([CH2:9][O:10][C:11]2[C:12]([O:23][CH3:24])=[CH:13][CH:14]=[C:15]3[C:20]=2[NH:19][C:18](=[O:21])[CH:17]=[C:16]3O)[CH2:8][CH2:7]1.C(O)(=O)C. Product: [NH2:5][C:16]1[C:15]2[C:20](=[C:11]([O:10][CH2:9][CH:6]3[CH2:8][CH2:7]3)[C:12]([O:23][CH3:24])=[CH:13][CH:14]=2)[NH:19][C:18](=[O:21])[CH:17]=1. The catalyst class is: 11. (4) Reactant: [ClH:1].[CH3:2][N:3]1[C:7]([C:8]2[O:12][CH:11]=[N:10][C:9]=2[CH3:13])=[N:6][N:5]=[C:4]1[S:14][CH2:15][CH2:16][CH2:17][N:18]1[CH2:23][C@H:22]2[C@:20]([C:24]3[CH:29]=[CH:28][C:27]([C:30]([F:33])([F:32])[F:31])=[CH:26][CH:25]=3)([CH2:21]2)[CH2:19]1. Product: [ClH:1].[CH3:2][N:3]1[C:7]([C:8]2[O:12][CH:11]=[N:10][C:9]=2[CH3:13])=[N:6][N:5]=[C:4]1[S:14][CH2:15][CH2:16][CH2:17][N:18]1[CH2:23][C@H:22]2[C@:20]([C:24]3[CH:25]=[CH:26][C:27]([C:30]([F:31])([F:32])[F:33])=[CH:28][CH:29]=3)([CH2:21]2)[CH2:19]1. The catalyst class is: 28. (5) Reactant: [CH2:1]([S:8][CH:9](/[CH:34]=[N:35]/O)[CH2:10][NH:11][C:12]([C:14]1[NH:15][C:16]2[C:21]([CH:22]=1)=[CH:20][C:19]([CH3:23])=[CH:18][C:17]=2[N:24]([CH3:33])[S:25]([C:28]1[S:29][CH:30]=[CH:31][CH:32]=1)(=[O:27])=[O:26])=[O:13])[C:2]1[CH:7]=[CH:6][CH:5]=[CH:4][CH:3]=1.N1C(Cl)=NC(Cl)=NC=1Cl.Cl. Product: [CH2:1]([S:8][CH:9]([C:34]#[N:35])[CH2:10][NH:11][C:12]([C:14]1[NH:15][C:16]2[C:21]([CH:22]=1)=[CH:20][C:19]([CH3:23])=[CH:18][C:17]=2[N:24]([CH3:33])[S:25]([C:28]1[S:29][CH:30]=[CH:31][CH:32]=1)(=[O:27])=[O:26])=[O:13])[C:2]1[CH:3]=[CH:4][CH:5]=[CH:6][CH:7]=1. The catalyst class is: 9. (6) Reactant: [NH2:1][C:2]1[C:7]([NH:8][C:9]2[CH:14]=[CH:13][C:12]([I:15])=[CH:11][C:10]=2[F:16])=[C:6]([CH3:17])[C:5](=[O:18])[N:4]2[CH2:19][CH2:20][S:21][C:3]=12.[CH2:22]([O:29][CH:30]1[CH2:33][CH:32]([S:34](Cl)(=[O:36])=[O:35])[CH2:31]1)[C:23]1[CH:28]=[CH:27][CH:26]=[CH:25][CH:24]=1. Product: [F:16][C:10]1[CH:11]=[C:12]([I:15])[CH:13]=[CH:14][C:9]=1[NH:8][C:7]1[C:2]([NH:1][S:34]([CH:32]2[CH2:33][CH:30]([O:29][CH2:22][C:23]3[CH:28]=[CH:27][CH:26]=[CH:25][CH:24]=3)[CH2:31]2)(=[O:36])=[O:35])=[C:3]2[S:21][CH2:20][CH2:19][N:4]2[C:5](=[O:18])[C:6]=1[CH3:17]. The catalyst class is: 17. (7) Reactant: C[O:2][C:3]1[N:8]=[C:7]2[N:9]([CH2:14][C@H:15]3[CH2:20][CH2:19][C@H:18]([C:21]([OH:23])=[O:22])[CH2:17][CH2:16]3)[C:10](=[O:13])[N:11]([CH3:12])[C:6]2=[CH:5][CH:4]=1.[Na+].[I-].Cl[Si](C)(C)C. Product: [CH3:12][N:11]1[C:6]2[CH:5]=[CH:4][C:3](=[O:2])[NH:8][C:7]=2[N:9]([CH2:14][C@H:15]2[CH2:16][CH2:17][C@H:18]([C:21]([OH:23])=[O:22])[CH2:19][CH2:20]2)[C:10]1=[O:13]. The catalyst class is: 23.